Task: Predict the reaction yield, written as a fraction of the theoretical maximum amount of product (1.0 means a 100% yield; for example, 0.34 means a 34% yield).. Dataset: Reaction yield outcomes from USPTO patents with 853,638 reactions (1) The reactants are [I:1]I.[Cl:3][C:4]([Cl:13])([Cl:12])[C:5]([C:7]1[NH:8][CH:9]=[CH:10][CH:11]=1)=[O:6].O. The catalyst is ClCCl.FC(F)(F)C([O-])=O.[Ag+]. The product is [Cl:13][C:4]([Cl:3])([Cl:12])[C:5]([C:7]1[NH:8][CH:9]=[C:10]([I:1])[CH:11]=1)=[O:6]. The yield is 0.940. (2) The reactants are [H-].[Na+].[F:3][C:4]1[CH:5]=[C:6]([C:10](=[O:12])[CH3:11])[CH:7]=[CH:8][CH:9]=1.[H][H].C(C1C=CC=CC=1)(=O)C.[C:24](=O)([O:28]CC)[O:25][CH2:26][CH3:27]. The catalyst is CCCCCC. The product is [CH2:26]([O:25][C:24](=[O:28])[CH2:11][C:10]([C:6]1[CH:7]=[CH:8][CH:9]=[C:4]([F:3])[CH:5]=1)=[O:12])[CH3:27]. The yield is 0.910. (3) The reactants are [Cl:1][C:2]1[CH:7]=[C:6]([CH2:8][C:9]([O:11][CH3:12])=[O:10])[CH:5]=[CH:4][C:3]=1[C:13]1[C:18]([F:19])=[CH:17][C:16]([OH:20])=[CH:15][C:14]=1[F:21].[F:22][C:23]([F:42])([F:41])[S:24](N(C1C=CC=CC=1)[S:24]([C:23]([F:42])([F:41])[F:22])(=[O:26])=[O:25])(=[O:26])=[O:25].C(=O)([O-])[O-].[K+].[K+]. The catalyst is C1COCC1. The product is [Cl:1][C:2]1[CH:7]=[C:6]([CH2:8][C:9]([O:11][CH3:12])=[O:10])[CH:5]=[CH:4][C:3]=1[C:13]1[C:18]([F:19])=[CH:17][C:16]([O:20][S:24]([C:23]([F:42])([F:41])[F:22])(=[O:26])=[O:25])=[CH:15][C:14]=1[F:21]. The yield is 0.492.